This data is from Full USPTO retrosynthesis dataset with 1.9M reactions from patents (1976-2016). The task is: Predict the reactants needed to synthesize the given product. (1) Given the product [Br:20][C:21]1[CH:22]=[CH:23][C:24]([O:30][CH2:31][C:32]2[CH:37]=[CH:36][CH:35]=[CH:34][CH:33]=2)=[C:25]([C:26](=[S:11])[NH2:28])[CH:29]=1, predict the reactants needed to synthesize it. The reactants are: ClC1C=CC(OCC2C=CC=CC=2)=C(CC(=[S:11])N)C=1.[Br:20][C:21]1[CH:22]=[CH:23][C:24]([O:30][CH2:31][C:32]2[CH:37]=[CH:36][CH:35]=[CH:34][CH:33]=2)=[C:25]([CH:29]=1)[C:26]([NH2:28])=O. (2) Given the product [Cl:17][C:15]1[CH:14]=[C:13]2[C:9]([CH:10]=[N:11][N:12]2[S:18]([C:21]2[CH:26]=[CH:25][CH:24]=[CH:23][CH:22]=2)(=[O:19])=[O:20])=[C:8]([C:6]2[O:7][C:3]([CH2:2][N:30]3[CH2:29][C@H:28]([CH3:27])[O:33][C@H:32]([CH3:34])[CH2:31]3)=[CH:4][N:5]=2)[CH:16]=1, predict the reactants needed to synthesize it. The reactants are: Br[CH2:2][C:3]1[O:7][C:6]([C:8]2[CH:16]=[C:15]([Cl:17])[CH:14]=[C:13]3[C:9]=2[CH:10]=[N:11][N:12]3[S:18]([C:21]2[CH:26]=[CH:25][CH:24]=[CH:23][CH:22]=2)(=[O:20])=[O:19])=[N:5][CH:4]=1.[CH3:27][C@H:28]1[O:33][C@@H:32]([CH3:34])[CH2:31][NH:30][CH2:29]1.